This data is from Forward reaction prediction with 1.9M reactions from USPTO patents (1976-2016). The task is: Predict the product of the given reaction. (1) Given the reactants [CH3:1][N:2]1[CH2:7][CH2:6][C:5]([CH2:16][NH2:17])([C:8]2[CH:13]=[CH:12][C:11]([Cl:14])=[C:10]([Cl:15])[CH:9]=2)[CH2:4][CH2:3]1.[C:18]([C:20]1[CH:21]=[C:22]([C:30](O)=[O:31])[C:23]2[C:28]([CH:29]=1)=[CH:27][CH:26]=[CH:25][CH:24]=2)#[N:19], predict the reaction product. The product is: [CH3:1][N:2]1[CH2:3][CH2:4][C:5]([C:8]2[CH:13]=[CH:12][C:11]([Cl:14])=[C:10]([Cl:15])[CH:9]=2)([CH2:16][NH:17][C:30]([C:22]2[C:23]3[C:28](=[CH:27][CH:26]=[CH:25][CH:24]=3)[CH:29]=[C:20]([C:18]#[N:19])[CH:21]=2)=[O:31])[CH2:6][CH2:7]1. (2) Given the reactants Br[C:2]1[CH:14]=[N:13][C:12]2[C:11]3[CH:10]=[CH:9][C:8]([S:15]([CH3:18])(=[O:17])=[O:16])=[CH:7][C:6]=3[N:5]([C@H:19]([C:26]3[CH:31]=[CH:30][CH:29]=[CH:28][CH:27]=3)[CH:20]3[CH2:25][CH2:24][O:23][CH2:22][CH2:21]3)[C:4]=2[CH:3]=1.[CH3:32][N:33]1[C:37](B2OC(C)(C)C(C)(C)O2)=[C:36]([CH3:47])[CH:35]=[N:34]1.C(=O)([O-])[O-].[Na+].[Na+].O, predict the reaction product. The product is: [CH3:18][S:15]([C:8]1[CH:9]=[CH:10][C:11]2[C:12]3[N:13]=[CH:14][C:2]([C:37]4[N:33]([CH3:32])[N:34]=[CH:35][C:36]=4[CH3:47])=[CH:3][C:4]=3[N:5]([C@@H:19]([CH:20]3[CH2:21][CH2:22][O:23][CH2:24][CH2:25]3)[C:26]3[CH:31]=[CH:30][CH:29]=[CH:28][CH:27]=3)[C:6]=2[CH:7]=1)(=[O:16])=[O:17]. (3) Given the reactants [NH2:1][C:2]1[CH:7]=[C:6]([N:8]2[CH2:13][CH2:12][N:11]([CH2:14][CH3:15])[CH2:10][CH2:9]2)[CH:5]=[CH:4][C:3]=1[NH:16][C:17]1[N:22]=[CH:21][N:20]=[C:19]([N:23]([CH3:39])[C:24]([NH:26][C:27]2[C:32]([Cl:33])=[C:31]([O:34][CH3:35])[CH:30]=[C:29]([O:36][CH3:37])[C:28]=2[Cl:38])=[O:25])[CH:18]=1.[C:40](Cl)(=[O:43])[CH:41]=[CH2:42].C1COCC1, predict the reaction product. The product is: [Cl:38][C:28]1[C:29]([O:36][CH3:37])=[CH:30][C:31]([O:34][CH3:35])=[C:32]([Cl:33])[C:27]=1[NH:26][C:24](=[O:25])[N:23]([C:19]1[N:20]=[CH:21][N:22]=[C:17]([NH:16][C:3]2[CH:4]=[CH:5][C:6]([N:8]3[CH2:9][CH2:10][N:11]([CH2:14][CH3:15])[CH2:12][CH2:13]3)=[CH:7][C:2]=2[NH:1][C:40](=[O:43])[CH:41]=[CH2:42])[CH:18]=1)[CH3:39].